The task is: Binary Classification. Given a drug SMILES string, predict its activity (active/inactive) in a high-throughput screening assay against a specified biological target.. This data is from Cav3 T-type calcium channel HTS with 100,875 compounds. The molecule is O=C(Nc1c2ncccc2ccc1)c1cccnc1. The result is 0 (inactive).